From a dataset of Peptide-MHC class II binding affinity with 134,281 pairs from IEDB. Regression. Given a peptide amino acid sequence and an MHC pseudo amino acid sequence, predict their binding affinity value. This is MHC class II binding data. (1) The peptide sequence is SGHESDSNSNEGRHHLLVSGAGDGPPL. The MHC is DRB3_0101 with pseudo-sequence DRB3_0101. The binding affinity (normalized) is 0. (2) The peptide sequence is APTGMFVAGAKYMVI. The MHC is HLA-DPA10201-DPB10501 with pseudo-sequence HLA-DPA10201-DPB10501. The binding affinity (normalized) is 0.395. (3) The peptide sequence is IYWTIVKPGDILLIN. The MHC is DRB1_0405 with pseudo-sequence DRB1_0405. The binding affinity (normalized) is 0.369. (4) The MHC is DRB5_0101 with pseudo-sequence DRB5_0101. The binding affinity (normalized) is 0.649. The peptide sequence is VTVNPFVSVATANAKVLI. (5) The peptide sequence is SHLNAMSKVRKDISE. The MHC is DRB3_0101 with pseudo-sequence DRB3_0101. The binding affinity (normalized) is 0.408.